Predict the product of the given reaction. From a dataset of Forward reaction prediction with 1.9M reactions from USPTO patents (1976-2016). (1) Given the reactants CCCCCC.C([Li])CCC.[CH2:12]1C[O:15][CH2:14][CH2:13]1.[CH2:17]([C@@H:24]1[CH2:28][O:27][C:26](=[O:29])[NH:25]1)[C:18]1[CH:23]=[CH:22][CH:21]=[CH:20][CH:19]=1.C(Cl)(=O)CC, predict the reaction product. The product is: [CH2:17]([C@@H:24]1[CH2:28][O:27][C:26](=[O:29])[N:25]1[C:14](=[O:15])[CH2:13][CH3:12])[C:18]1[CH:19]=[CH:20][CH:21]=[CH:22][CH:23]=1. (2) Given the reactants [CH2:1]([N:3]([CH2:21][CH:22]1[CH2:27][CH2:26][NH:25][CH2:24][CH2:23]1)[CH:4]1[CH2:13][C:12]2[CH:11]=[C:10]([NH:14][C:15](=[O:20])[C:16]([F:19])([F:18])[F:17])[CH:9]=[CH:8][C:7]=2[CH2:6][CH2:5]1)[CH3:2].C(N(CC)CC)C.[CH:35]([N:38]=[C:39]=[O:40])([CH3:37])[CH3:36], predict the reaction product. The product is: [CH:35]([NH:38][C:39]([N:25]1[CH2:24][CH2:23][CH:22]([CH2:21][N:3]([CH2:1][CH3:2])[CH:4]2[CH2:5][CH2:6][C:7]3[C:12](=[CH:11][C:10]([NH:14][C:15](=[O:20])[C:16]([F:17])([F:18])[F:19])=[CH:9][CH:8]=3)[CH2:13]2)[CH2:27][CH2:26]1)=[O:40])([CH3:37])[CH3:36]. (3) Given the reactants O[C:2]1[C:11]([NH:12][C:13](=[O:26])[C:14]2[CH:19]=[CH:18][C:17]([C:20]3[CH:21]=[N:22][CH:23]=[CH:24][CH:25]=3)=[CH:16][CH:15]=2)=[CH:10][CH:9]=[CH:8][C:3]=1[C:4]([O:6][CH3:7])=[O:5].CC1C=CC(S(O)(=O)=O)=CC=1, predict the reaction product. The product is: [N:22]1[CH:23]=[CH:24][CH:25]=[C:20]([C:17]2[CH:18]=[CH:19][C:14]([C:13]3[O:26][C:2]4[C:3]([C:4]([O:6][CH3:7])=[O:5])=[CH:8][CH:9]=[CH:10][C:11]=4[N:12]=3)=[CH:15][CH:16]=2)[CH:21]=1. (4) Given the reactants [C:1]([N:8]1[CH2:11][CH:10]([C:12]([OH:14])=O)[CH2:9]1)([O:3][C:4]([CH3:7])([CH3:6])[CH3:5])=[O:2].C1N=CN(C(N2C=NC=C2)=O)C=1.Cl.[CH3:28][NH:29][O:30][CH3:31], predict the reaction product. The product is: [CH3:31][O:30][N:29]([CH3:28])[C:12]([CH:10]1[CH2:9][N:8]([C:1]([O:3][C:4]([CH3:5])([CH3:6])[CH3:7])=[O:2])[CH2:11]1)=[O:14]. (5) Given the reactants Cl[C:2]1[C:9]([CH:10]2[CH2:12][CH2:11]2)=[CH:8][C:5]([C:6]#[N:7])=[C:4]([O:13][CH2:14][CH2:15][CH2:16][C:17](=[O:19])[CH3:18])[N:3]=1.[B:20]1([OH:30])[C:24]2[CH:25]=[CH:26][C:27]([OH:29])=[CH:28][C:23]=2[CH2:22][O:21]1.C([O-])([O-])=O.[Cs+].[Cs+].O, predict the reaction product. The product is: [CH:10]1([C:9]2[C:2]([O:29][C:27]3[CH:26]=[CH:25][C:24]4[B:20]([OH:30])[O:21][CH2:22][C:23]=4[CH:28]=3)=[N:3][C:4]([O:13][CH2:14][CH2:15][CH2:16][C:17](=[O:19])[CH3:18])=[C:5]([CH:8]=2)[C:6]#[N:7])[CH2:12][CH2:11]1. (6) Given the reactants [Cl:1][C:2]1[C:7]([N:8]2[CH2:13][CH2:12][NH:11][CH2:10][C:9]2=[O:14])=[CH:6][C:5]([C:15]#[N:16])=[CH:4][C:3]=1[NH:17][C:18]1[N:23]=[C:22]([N:24]([CH:34]2[CH2:36][CH2:35]2)CC2C=CC(OC)=CC=2)[C:21]2=[N:37][CH:38]=[C:39]([C:40]#[N:41])[N:20]2[N:19]=1.[CH3:42][CH:43]1[CH2:45][O:44]1.C(O)(C(F)(F)F)=O, predict the reaction product. The product is: [Cl:1][C:2]1[C:7]([N:8]2[CH2:13][CH2:12][N:11]([CH2:42][CH:43]([OH:44])[CH3:45])[CH2:10][C:9]2=[O:14])=[CH:6][C:5]([C:15]#[N:16])=[CH:4][C:3]=1[NH:17][C:18]1[N:23]=[C:22]([NH:24][CH:34]2[CH2:36][CH2:35]2)[C:21]2=[N:37][CH:38]=[C:39]([C:40]#[N:41])[N:20]2[N:19]=1. (7) Given the reactants [CH:1]1[C:13]2[NH:12][C:11]3[C:6](=[CH:7][CH:8]=[CH:9][CH:10]=3)[C:5]=2[CH:4]=[CH:3][CH:2]=1.CN(C)C=O.C(=O)([O-])[O-].[K+].[K+].Cl[CH2:26][CH2:27][CH2:28][CH2:29][CH2:30][CH2:31][OH:32], predict the reaction product. The product is: [CH:10]1[C:11]2[N:12]([CH2:26][CH2:27][CH2:28][CH2:29][CH2:30][CH2:31][OH:32])[C:13]3[C:5](=[CH:4][CH:3]=[CH:2][CH:1]=3)[C:6]=2[CH:7]=[CH:8][CH:9]=1. (8) Given the reactants [CH3:1][O-:2].[Na+].Br[C:5]1[CH:10]=[CH:9][C:8]([Br:11])=[CH:7][N:6]=1, predict the reaction product. The product is: [Br:11][C:8]1[CH:9]=[CH:10][C:5]([O:2][CH3:1])=[N:6][CH:7]=1. (9) Given the reactants [CH3:1][N:2]1[CH2:22][CH2:21][C:5]2[N:6]([CH2:14][CH2:15][C:16]([O:18]CC)=[O:17])[C:7]3[CH:8]=[CH:9][C:10]([CH3:13])=[CH:11][C:12]=3[C:4]=2[CH2:3]1.[OH-].[Na+].Cl, predict the reaction product. The product is: [CH3:1][N:2]1[CH2:22][CH2:21][C:5]2[N:6]([CH2:14][CH2:15][C:16]([OH:18])=[O:17])[C:7]3[CH:8]=[CH:9][C:10]([CH3:13])=[CH:11][C:12]=3[C:4]=2[CH2:3]1.